Dataset: Catalyst prediction with 721,799 reactions and 888 catalyst types from USPTO. Task: Predict which catalyst facilitates the given reaction. Reactant: N1C=CN=C1.C([O:9][C:10]1[CH:31]=[CH:30][C:13]([CH:14]2[C:23](=[O:24])[C:22]3[C:17](=[CH:18][C:19]([O:26]C(=O)C)=[CH:20][C:21]=3[CH3:25])[O:16][CH2:15]2)=[CH:12][CH:11]=1)(=O)C. Product: [OH:9][C:10]1[CH:11]=[CH:12][C:13]([CH:14]2[C:23](=[O:24])[C:22]3[C:17](=[CH:18][C:19]([OH:26])=[CH:20][C:21]=3[CH3:25])[O:16][CH2:15]2)=[CH:30][CH:31]=1. The catalyst class is: 8.